Predict the reactants needed to synthesize the given product. From a dataset of Full USPTO retrosynthesis dataset with 1.9M reactions from patents (1976-2016). (1) Given the product [C:1]1(=[O:17])[N:5]([CH2:6][CH2:7][S:8]([NH2:18])(=[O:10])=[O:9])[C:4](=[O:12])[C:3]2=[CH:13][CH:14]=[CH:15][CH:16]=[C:2]12, predict the reactants needed to synthesize it. The reactants are: [C:1]1(=[O:17])[N:5]([CH2:6][CH2:7][S:8](Cl)(=[O:10])=[O:9])[C:4](=[O:12])[C:3]2=[CH:13][CH:14]=[CH:15][CH:16]=[C:2]12.[NH3:18]. (2) Given the product [OH:27][CH:3]1[C:4](=[O:17])[CH2:5][CH:6]([C:8]2[CH:13]=[CH:12][N:11]=[CH:10][C:9]=2[N+:14]([O-:16])=[O:15])[O:7][CH:2]1[CH3:1], predict the reactants needed to synthesize it. The reactants are: [CH3:1][C@H:2]1[O:7][C@@H:6]([C:8]2[CH:13]=[CH:12][N:11]=[CH:10][C:9]=2[N+:14]([O-:16])=[O:15])[CH2:5][C:4]([O:17][Si](CC)(CC)CC)=[CH:3]1.CC1(C)O[O:27]1.CC(C)=O. (3) Given the product [CH2:1]([N:8]1[CH2:12][CH2:11][C@H:10]([O:13][S:22]([CH3:21])(=[O:24])=[O:23])[CH2:9]1)[C:2]1[CH:3]=[CH:4][CH:5]=[CH:6][CH:7]=1, predict the reactants needed to synthesize it. The reactants are: [CH2:1]([N:8]1[CH2:12][CH2:11][C@H:10]([OH:13])[CH2:9]1)[C:2]1[CH:7]=[CH:6][CH:5]=[CH:4][CH:3]=1.C(N(CC)CC)C.[CH3:21][S:22](Cl)(=[O:24])=[O:23].C(=O)(O)[O-].[Na+]. (4) Given the product [CH3:28][NH:27][C:26]([CH2:25][N:6]([CH2:5][C:3](=[O:4])[NH:2][CH3:1])[C:7]([C:9]1[CH:24]=[CH:23][C:12]([C:13]([OH:15])=[O:14])=[CH:11][CH:10]=1)=[O:8])=[O:29], predict the reactants needed to synthesize it. The reactants are: [CH3:1][NH:2][C:3]([CH2:5][N:6]([CH2:25][C:26](=[O:29])[NH:27][CH3:28])[C:7]([C:9]1[CH:24]=[CH:23][C:12]([C:13]([O:15]CC2C=CC=CC=2)=[O:14])=[CH:11][CH:10]=1)=[O:8])=[O:4]. (5) Given the product [C:9]([NH:12][C:13]1[CH:18]=[C:17]([C:19](=[O:20])[CH2:21][Br:1])[N:16]=[C:15]([C:24]([O:26][CH3:27])=[O:25])[C:14]=1[Cl:28])(=[O:11])[CH3:10], predict the reactants needed to synthesize it. The reactants are: [Br:1]N1C(=O)CCC1=O.[C:9]([NH:12][C:13]1[CH:18]=[C:17]([C:19]([O:21]CC)=[CH2:20])[N:16]=[C:15]([C:24]([O:26][CH3:27])=[O:25])[C:14]=1[Cl:28])(=[O:11])[CH3:10]. (6) Given the product [S:39]([C:43]1[CH:49]=[CH:48][C:46]([CH3:47])=[CH:45][CH:44]=1)([OH:42])(=[O:41])=[O:40].[S:1]1[C:5]2[CH:6]=[CH:7][CH:8]=[C:9]([O:10][C:11]3[CH:16]=[CH:15][C:14]([NH:17][C:18]4[C:19]5[N:26]([CH2:27][CH2:28][NH:29][C:30](=[O:36])[C:31]([CH3:35])([CH3:34])[CH2:32][OH:33])[CH:25]=[CH:24][C:20]=5[N:21]=[CH:22][N:23]=4)=[CH:13][C:12]=3[Cl:37])[C:4]=2[CH:3]=[CH:2]1, predict the reactants needed to synthesize it. The reactants are: [S:1]1[C:5]2[CH:6]=[CH:7][CH:8]=[C:9]([O:10][C:11]3[CH:16]=[CH:15][C:14]([NH:17][C:18]4[C:19]5[N:26]([CH2:27][CH2:28][NH:29][C:30](=[O:36])[C:31]([CH3:35])([CH3:34])[CH2:32][OH:33])[CH:25]=[CH:24][C:20]=5[N:21]=[CH:22][N:23]=4)=[CH:13][C:12]=3[Cl:37])[C:4]=2[CH:3]=[CH:2]1.O.[S:39]([C:43]1[CH:49]=[CH:48][C:46]([CH3:47])=[CH:45][CH:44]=1)([OH:42])(=[O:41])=[O:40].C(OCC)(=O)C. (7) The reactants are: [CH3:1][O:2][C:3](=[O:17])[CH2:4][CH2:5][C:6]1[CH:11]=[CH:10][C:9]([CH2:12][N:13]=[N+]=[N-])=[CH:8][C:7]=1[CH3:16].[H][H]. Given the product [CH3:1][O:2][C:3](=[O:17])[CH2:4][CH2:5][C:6]1[CH:11]=[CH:10][C:9]([CH2:12][NH2:13])=[CH:8][C:7]=1[CH3:16], predict the reactants needed to synthesize it.